From a dataset of TCR-epitope binding with 47,182 pairs between 192 epitopes and 23,139 TCRs. Binary Classification. Given a T-cell receptor sequence (or CDR3 region) and an epitope sequence, predict whether binding occurs between them. (1) The epitope is EILDITPCSF. The TCR CDR3 sequence is CSVVSAFNYGYTF. Result: 0 (the TCR does not bind to the epitope). (2) The epitope is YLQPRTFLL. The TCR CDR3 sequence is CASSPVGGGNTGELFF. Result: 1 (the TCR binds to the epitope). (3) The epitope is KLFIRQEEV. The TCR CDR3 sequence is CASSPTGSREPQHF. Result: 1 (the TCR binds to the epitope). (4) The epitope is ILHCANFNV. The TCR CDR3 sequence is CASSLNPGLAAYNEQFF. Result: 1 (the TCR binds to the epitope). (5) The epitope is LLQTGIHVRVSQPSL. Result: 1 (the TCR binds to the epitope). The TCR CDR3 sequence is CASSLGSRAQETQYF. (6) The epitope is KTSVDCTMYI. The TCR CDR3 sequence is CAISEWDRVTTEAFF. Result: 1 (the TCR binds to the epitope).